Dataset: Reaction yield outcomes from USPTO patents with 853,638 reactions. Task: Predict the reaction yield, written as a fraction of the theoretical maximum amount of product (1.0 means a 100% yield; for example, 0.34 means a 34% yield). (1) The reactants are [Br:1][CH2:2][CH2:3][CH2:4][O:5][C:6]1[CH:11]=[CH:10][C:9]([C:12]2[C:13]3[NH:17][C:16]([CH:18]=[C:19]4[N:46]=[C:22]([C:23]([C:35]5[CH:40]=[CH:39][C:38]([O:41][CH2:42][CH2:43][CH2:44]Br)=[CH:37][CH:36]=5)=[C:24]5[NH:34][C:27](=[CH:28][C:29]6[CH:30]=[CH:31][C:32]=2[N:33]=6)[CH:26]=[CH:25]5)[CH:21]=[CH:20]4)=[CH:15][CH:14]=3)=[CH:8][CH:7]=1.[CH3:47][N:48]([CH3:50])[CH3:49]. The catalyst is CN(C)C=O. The product is [Br-:1].[Br-:1].[CH3:47][N+:48]([CH3:50])([CH3:49])[CH2:2][CH2:3][CH2:4][O:5][C:6]1[CH:11]=[CH:10][C:9]([C:12]2[C:13]3[NH:17][C:16]([CH:18]=[C:19]4[N:46]=[C:22]([C:23]([C:35]5[CH:40]=[CH:39][C:38]([O:41][CH2:42][CH2:43][CH2:44][N+:48]([CH3:50])([CH3:49])[CH3:47])=[CH:37][CH:36]=5)=[C:24]5[NH:34][C:27](=[CH:28][C:29]6[CH:30]=[CH:31][C:32]=2[N:33]=6)[CH:26]=[CH:25]5)[CH:21]=[CH:20]4)=[CH:15][CH:14]=3)=[CH:8][CH:7]=1. The yield is 1.01. (2) The reactants are [C:1]([O:5][C:6](=[O:32])[NH:7][C:8]1[CH:13]=[CH:12][C:11]([S:14][C:15]2[CH:20]=[CH:19][C:18]([C:21](=[O:30])[NH:22][C:23]3[CH:28]=[CH:27][CH:26]=[C:25]([Br:29])[CH:24]=3)=[CH:17][C:16]=2[NH2:31])=[CH:10][CH:9]=1)([CH3:4])([CH3:3])[CH3:2].C([C:35]1[C:36]([N:41]=[CH:42][N:43]([CH3:45])C)=[N:37][CH:38]=[CH:39][CH:40]=1)#N. No catalyst specified. The product is [C:1]([O:5][C:6](=[O:32])[NH:7][C:8]1[CH:9]=[CH:10][C:11]([S:14][C:15]2[CH:20]=[CH:19][C:18]([C:21](=[O:30])[NH:22][C:23]3[CH:28]=[CH:27][CH:26]=[C:25]([Br:29])[CH:24]=3)=[CH:17][C:16]=2[NH:31][C:45]2[C:35]3[CH:40]=[CH:39][CH:38]=[N:37][C:36]=3[N:41]=[CH:42][N:43]=2)=[CH:12][CH:13]=1)([CH3:4])([CH3:2])[CH3:3]. The yield is 0.240.